This data is from Forward reaction prediction with 1.9M reactions from USPTO patents (1976-2016). The task is: Predict the product of the given reaction. (1) Given the reactants [OH:1][CH2:2][CH2:3][N:4]1[CH2:10][C:9](=[O:11])[C:6]2([CH2:8][CH2:7]2)[CH2:5]1.[BH4-].[Na+], predict the reaction product. The product is: [OH:1][CH2:2][CH2:3][N:4]1[CH2:10][CH:9]([OH:11])[C:6]2([CH2:7][CH2:8]2)[CH2:5]1. (2) Given the reactants [CH3:1][O:2][C:3]1[CH:4]=[C:5]2[C:10](=[CH:11][C:12]=1[O:13][CH3:14])[N:9]=[CH:8][CH:7]=[C:6]2[O:15][C:16]1[CH:22]=[CH:21][C:19]([NH2:20])=[C:18]([CH3:23])[C:17]=1[CH3:24].Cl[C:26](Cl)([O:28][C:29](=[O:35])OC(Cl)(Cl)Cl)Cl.[C:37]1([CH2:43]CO)[CH:42]=[CH:41][CH:40]=[CH:39][CH:38]=1.C(=O)(O)[O-].[Na+], predict the reaction product. The product is: [CH3:1][O:2][C:3]1[CH:4]=[C:5]2[C:10](=[CH:11][C:12]=1[O:13][CH3:14])[N:9]=[CH:8][CH:7]=[C:6]2[O:15][C:16]1[CH:22]=[CH:21][C:19]([NH:20][C:29](=[O:35])[O:28][CH2:26][CH2:43][C:37]2[CH:42]=[CH:41][CH:40]=[CH:39][CH:38]=2)=[C:18]([CH3:23])[C:17]=1[CH3:24]. (3) Given the reactants [CH2:1](NC1C=CC=CC=1)[C:2]1[CH:7]=[CH:6][CH:5]=[CH:4][CH:3]=1.CC(O)=O.[BH3-]C#N.[Na+].[Cl:23][C:24]1[CH:25]=[C:26]([CH:28]=[CH:29][C:30]=1[F:31])[NH2:27], predict the reaction product. The product is: [CH2:1]([NH:27][C:26]1[CH:28]=[CH:29][C:30]([F:31])=[C:24]([Cl:23])[CH:25]=1)[C:2]1[CH:7]=[CH:6][CH:5]=[CH:4][CH:3]=1.